This data is from Forward reaction prediction with 1.9M reactions from USPTO patents (1976-2016). The task is: Predict the product of the given reaction. The product is: [C:1]1([CH2:7][C:8]([O:19][NH:18][C:16]([O:15][C:11]([CH3:14])([CH3:13])[CH3:12])=[O:17])=[O:9])[CH:6]=[CH:5][CH:4]=[CH:3][CH:2]=1. Given the reactants [C:1]1([CH2:7][C:8](Cl)=[O:9])[CH:6]=[CH:5][CH:4]=[CH:3][CH:2]=1.[C:11]([O:15][C:16]([NH:18][OH:19])=[O:17])([CH3:14])([CH3:13])[CH3:12], predict the reaction product.